This data is from Peptide-MHC class I binding affinity with 185,985 pairs from IEDB/IMGT. The task is: Regression. Given a peptide amino acid sequence and an MHC pseudo amino acid sequence, predict their binding affinity value. This is MHC class I binding data. The peptide sequence is LLSEADVRA. The MHC is HLA-A02:01 with pseudo-sequence HLA-A02:01. The binding affinity (normalized) is 0.463.